Dataset: Full USPTO retrosynthesis dataset with 1.9M reactions from patents (1976-2016). Task: Predict the reactants needed to synthesize the given product. (1) Given the product [F:12][C:7]1[CH:8]=[CH:9][C:10]([F:11])=[C:2]2[C:3]=1[C:4]([OH:5])=[N:6][CH:20]=[N:1]2, predict the reactants needed to synthesize it. The reactants are: [NH2:1][C:2]1[C:10]([F:11])=[CH:9][CH:8]=[C:7]([F:12])[C:3]=1[C:4]([NH2:6])=[O:5].S([O-])([O-])(=O)=O.[NH4+].[NH4+].[CH2:20](OC(OCC)OCC)C.C(OC(=O)C)(=O)C. (2) Given the product [Cl:1][C:2]1[CH:7]=[CH:6][CH:5]=[CH:4][C:3]=1[C:8](=[O:17])[C:9]([C:10]1[CH:11]=[CH:12][C:13]([Cl:16])=[CH:14][CH:15]=1)=[CH:20][N:21]([CH3:23])[CH3:22], predict the reactants needed to synthesize it. The reactants are: [Cl:1][C:2]1[CH:7]=[CH:6][CH:5]=[CH:4][C:3]=1[C:8](=[O:17])[CH2:9][C:10]1[CH:15]=[CH:14][C:13]([Cl:16])=[CH:12][CH:11]=1.CO[CH:20](OC)[N:21]([CH3:23])[CH3:22]. (3) Given the product [Cl:1][C:2]1[CH:20]=[C:19]([F:21])[C:18]([N:22]2[C:27](=[O:28])[CH:26]=[C:25]([C:29]([F:32])([F:31])[F:30])[N:24]([CH3:34])[C:23]2=[O:33])=[CH:17][C:3]=1[O:4][C:5]1[C:6]([O:11][CH2:12][C:13]([O:15][CH3:16])=[O:14])=[N:7][CH:8]=[CH:9][CH:10]=1, predict the reactants needed to synthesize it. The reactants are: [Cl:1][C:2]1[CH:20]=[C:19]([F:21])[C:18]([N:22]2[C:27](=[O:28])[CH:26]=[C:25]([C:29]([F:32])([F:31])[F:30])[NH:24][C:23]2=[O:33])=[CH:17][C:3]=1[O:4][C:5]1[C:6]([O:11][CH2:12][C:13]([O:15][CH3:16])=[O:14])=[N:7][CH:8]=[CH:9][CH:10]=1.[C:34](=O)([O-])[O-].[K+].[K+].CI. (4) Given the product [C:19]([O:22][C:23](=[O:24])[NH:10][CH:8]([C:5]1[CH:4]=[CH:3][C:2]([Br:1])=[CH:7][N:6]=1)[CH3:9])([CH3:21])([CH3:20])[CH3:18], predict the reactants needed to synthesize it. The reactants are: [Br:1][C:2]1[CH:3]=[CH:4][C:5]([CH:8]([NH2:10])[CH3:9])=[N:6][CH:7]=1.CCN(CC)CC.[CH3:18][C:19]([O:22][C:23](O[C:23]([O:22][C:19]([CH3:21])([CH3:20])[CH3:18])=[O:24])=[O:24])([CH3:21])[CH3:20]. (5) Given the product [CH3:48][O:49][C:50](=[O:51])[C:52]1[CH:57]=[CH:56][C:55]([CH3:58])=[C:54]([NH:3][C:20]([C:18]2[C:17](=[O:23])[NH:16][C:14]3[N:15]=[C:10]([S:9][CH3:8])[N:11]=[CH:12][C:13]=3[CH:19]=2)=[O:22])[CH:53]=1, predict the reactants needed to synthesize it. The reactants are: C([N:3](CC)CC)C.[CH3:8][S:9][C:10]1[N:11]=[CH:12][C:13]2[CH:19]=[C:18]([C:20]([OH:22])=O)[C:17](=[O:23])[NH:16][C:14]=2[N:15]=1.CN(C(ON1N=NC2C=CC=NC1=2)=[N+](C)C)C.F[P-](F)(F)(F)(F)F.[CH3:48][O:49][C:50]([C:52]1[CH:57]=[CH:56][C:55]([CH3:58])=[CH:54][C:53]=1N)=[O:51]. (6) Given the product [CH3:1][O:2][C:3]1[CH:4]=[C:5]([CH2:11][CH2:12][NH:13][CH2:14][C:15]([F:16])([F:18])[F:17])[CH:6]=[CH:7][C:8]=1[O:9][CH3:10], predict the reactants needed to synthesize it. The reactants are: [CH3:1][O:2][C:3]1[CH:4]=[C:5]([CH2:11][CH2:12][NH:13][C:14](=O)[C:15]([F:18])([F:17])[F:16])[CH:6]=[CH:7][C:8]=1[O:9][CH3:10].